This data is from TCR-epitope binding with 47,182 pairs between 192 epitopes and 23,139 TCRs. The task is: Binary Classification. Given a T-cell receptor sequence (or CDR3 region) and an epitope sequence, predict whether binding occurs between them. (1) The epitope is KLGGALQAK. The TCR CDR3 sequence is CASSYSPEVGEQYF. Result: 1 (the TCR binds to the epitope). (2) The epitope is RILGAGCFV. The TCR CDR3 sequence is CASSFGGAYNEQFF. Result: 0 (the TCR does not bind to the epitope). (3) The epitope is YSEHPTFTSQY. The TCR CDR3 sequence is CASSPGLGAEAFF. Result: 1 (the TCR binds to the epitope). (4) The TCR CDR3 sequence is CSVEVSGSMGYNEQFF. The epitope is IVTDFSVIK. Result: 0 (the TCR does not bind to the epitope).